This data is from Reaction yield outcomes from USPTO patents with 853,638 reactions. The task is: Predict the reaction yield, written as a fraction of the theoretical maximum amount of product (1.0 means a 100% yield; for example, 0.34 means a 34% yield). (1) The reactants are [Br:1][C:2]1[N:3]=[C:4]([C:23]#[CH:24])[C:5]([N:8]([C:16]([O:18][C:19]([CH3:22])([CH3:21])[CH3:20])=[O:17])[C:9](=[O:15])[O:10][C:11]([CH3:14])([CH3:13])[CH3:12])=[N:6][CH:7]=1.Cl[C:26](=[N:48][OH:49])[C:27]1[CH:47]=[CH:46][C:30]([CH2:31][N:32]([CH:40]2CCOCC2)[C:33](=[O:39])[O:34][C:35]([CH3:38])([CH3:37])[CH3:36])=[CH:29][CH:28]=1.C(N(CC)CC)C. The catalyst is C(Cl)Cl.O. The product is [Br:1][C:2]1[N:3]=[C:4]([C:23]2[O:49][N:48]=[C:26]([C:27]3[CH:28]=[CH:29][C:30]([CH2:31][N:32]([C:33]([O:34][C:35]([CH3:38])([CH3:37])[CH3:36])=[O:39])[CH3:40])=[CH:46][CH:47]=3)[CH:24]=2)[C:5]([N:8]([C:16]([O:18][C:19]([CH3:22])([CH3:21])[CH3:20])=[O:17])[C:9](=[O:15])[O:10][C:11]([CH3:13])([CH3:14])[CH3:12])=[N:6][CH:7]=1. The yield is 0.920. (2) The product is [C:26]([C:4]1[CH:3]=[C:2]([C:34]2[C:30]([CH3:29])=[N:31][O:32][C:33]=2[CH3:38])[CH:14]=[C:13]2[C:5]=1[C:6]1[CH:7]=[CH:8][C:9]([C:22]([O:24][CH3:25])=[O:23])=[CH:10][C:11]=1[N:12]2[CH2:15][CH:16]1[CH2:21][CH2:20][O:19][CH2:18][CH2:17]1)(=[O:28])[NH2:27]. The catalyst is C1COCC1. The yield is 0.910. The reactants are Br[C:2]1[CH:14]=[C:13]2[C:5]([C:6]3[CH:7]=[CH:8][C:9]([C:22]([O:24][CH3:25])=[O:23])=[CH:10][C:11]=3[N:12]2[CH2:15][CH:16]2[CH2:21][CH2:20][O:19][CH2:18][CH2:17]2)=[C:4]([C:26](=[O:28])[NH2:27])[CH:3]=1.[CH3:29][C:30]1[C:34](B(O)O)=[C:33]([CH3:38])[O:32][N:31]=1.P([O-])([O-])([O-])=O.[K+].[K+].[K+].